From a dataset of Peptide-MHC class II binding affinity with 134,281 pairs from IEDB. Regression. Given a peptide amino acid sequence and an MHC pseudo amino acid sequence, predict their binding affinity value. This is MHC class II binding data. (1) The peptide sequence is LKESWGAIWRIDT. The MHC is DRB1_0301 with pseudo-sequence DRB1_0301. The binding affinity (normalized) is 0.162. (2) The peptide sequence is LTLLQLLPKGA. The MHC is HLA-DQA10102-DQB10604 with pseudo-sequence HLA-DQA10102-DQB10604. The binding affinity (normalized) is 0.